This data is from Catalyst prediction with 721,799 reactions and 888 catalyst types from USPTO. The task is: Predict which catalyst facilitates the given reaction. (1) Reactant: [CH2:1]([NH:8][C:9]1[N:14]2[N:15]=[CH:16][C:17]([C:18]([NH:20][S:21]([CH3:24])(=[O:23])=[O:22])=[O:19])=[C:13]2[N:12]=[CH:11][C:10]=1[C:25]([N:27]1[CH2:32][CH2:31][C:30]2([C:40]3[C:35](=[CH:36][CH:37]=[CH:38][CH:39]=3)[N:34](C(OC(C)(C)C)=O)[CH2:33]2)[CH2:29][CH2:28]1)=[O:26])[C:2]1[CH:7]=[CH:6][CH:5]=[CH:4][CH:3]=1. Product: [CH2:1]([NH:8][C:9]1[N:14]2[N:15]=[CH:16][C:17]([C:18]([NH:20][S:21]([CH3:24])(=[O:22])=[O:23])=[O:19])=[C:13]2[N:12]=[CH:11][C:10]=1[C:25]([N:27]1[CH2:32][CH2:31][C:30]2([C:40]3[C:35](=[CH:36][CH:37]=[CH:38][CH:39]=3)[NH:34][CH2:33]2)[CH2:29][CH2:28]1)=[O:26])[C:2]1[CH:3]=[CH:4][CH:5]=[CH:6][CH:7]=1. The catalyst class is: 89. (2) Reactant: C([O:3][C:4](=[O:19])[CH:5]([CH2:11][C:12]1[CH:17]=[CH:16][CH:15]=[CH:14][C:13]=1[Br:18])C(OCC)=O)C.[OH-].[K+]. Product: [Br:18][C:13]1[CH:14]=[CH:15][CH:16]=[CH:17][C:12]=1[CH2:11][CH2:5][C:4]([OH:19])=[O:3]. The catalyst class is: 6.